This data is from NCI-60 drug combinations with 297,098 pairs across 59 cell lines. The task is: Regression. Given two drug SMILES strings and cell line genomic features, predict the synergy score measuring deviation from expected non-interaction effect. Drug 1: COC1=NC(=NC2=C1N=CN2C3C(C(C(O3)CO)O)O)N. Drug 2: CC1CCCC2(C(O2)CC(NC(=O)CC(C(C(=O)C(C1O)C)(C)C)O)C(=CC3=CSC(=N3)C)C)C. Cell line: SK-MEL-28. Synergy scores: CSS=32.7, Synergy_ZIP=4.10, Synergy_Bliss=4.93, Synergy_Loewe=-8.79, Synergy_HSA=3.84.